From a dataset of Peptide-MHC class I binding affinity with 185,985 pairs from IEDB/IMGT. Regression. Given a peptide amino acid sequence and an MHC pseudo amino acid sequence, predict their binding affinity value. This is MHC class I binding data. The peptide sequence is NAHDNFLAGG. The MHC is H-2-Db with pseudo-sequence H-2-Db. The binding affinity (normalized) is 0.